From a dataset of NCI-60 drug combinations with 297,098 pairs across 59 cell lines. Regression. Given two drug SMILES strings and cell line genomic features, predict the synergy score measuring deviation from expected non-interaction effect. (1) Drug 1: C1CCC(C1)C(CC#N)N2C=C(C=N2)C3=C4C=CNC4=NC=N3. Drug 2: CC1=C2C(C(=O)C3(C(CC4C(C3C(C(C2(C)C)(CC1OC(=O)C(C(C5=CC=CC=C5)NC(=O)OC(C)(C)C)O)O)OC(=O)C6=CC=CC=C6)(CO4)OC(=O)C)O)C)O. Cell line: UACC62. Synergy scores: CSS=13.3, Synergy_ZIP=4.54, Synergy_Bliss=-0.198, Synergy_Loewe=-46.4, Synergy_HSA=-7.65. (2) Drug 1: COC1=NC(=NC2=C1N=CN2C3C(C(C(O3)CO)O)O)N. Drug 2: CCC1=C2CN3C(=CC4=C(C3=O)COC(=O)C4(CC)O)C2=NC5=C1C=C(C=C5)O. Cell line: DU-145. Synergy scores: CSS=29.7, Synergy_ZIP=7.07, Synergy_Bliss=9.40, Synergy_Loewe=-55.8, Synergy_HSA=-4.02.